This data is from Reaction yield outcomes from USPTO patents with 853,638 reactions. The task is: Predict the reaction yield, written as a fraction of the theoretical maximum amount of product (1.0 means a 100% yield; for example, 0.34 means a 34% yield). (1) The reactants are I[C:2]1[N:7]=[C:6]([O:8][CH3:9])[C:5]([O:10][CH3:11])=[CH:4][CH:3]=1.C1([SH:18])C=CC=CC=1.CCN(C(C)C)C(C)C.C[C:29]1(C)C2C(=C(P(C3C=CC=CC=3)C3C=CC=CC=3)C=CC=2)O[C:31]2[C:32](P(C3C=CC=CC=3)C3C=CC=CC=3)=[CH:33][CH:34]=[CH:35][C:30]1=2. The catalyst is C1(C)C=CC=CC=1.C1C=CC(/C=C/C(/C=C/C2C=CC=CC=2)=O)=CC=1.C1C=CC(/C=C/C(/C=C/C2C=CC=CC=2)=O)=CC=1.C1C=CC(/C=C/C(/C=C/C2C=CC=CC=2)=O)=CC=1.[Pd].[Pd]. The product is [CH2:29]([S:18][C:2]1[N:7]=[C:6]([O:8][CH3:9])[C:5]([O:10][CH3:11])=[CH:4][CH:3]=1)[C:30]1[CH:35]=[CH:34][CH:33]=[CH:32][CH:31]=1. The yield is 0.680. (2) The reactants are C1(P(=O)(C2C=CC=CC=2)C2C=CC=CC=2)C=CC=CC=1.FC(F)(F)S(OS(C(F)(F)F)(=O)=O)(=O)=O.C([S:43][CH:44]([CH:77]([O:80][CH3:81])[O:78][CH3:79])[CH2:45][NH:46][C:47]([C:49]1[NH:50][C:51]2[C:56]([CH:57]=1)=[CH:55][C:54]([O:58][CH2:59][CH2:60][CH2:61][S:62]([CH3:65])(=[O:64])=[O:63])=[CH:53][C:52]=2[N:66]([CH3:76])[S:67]([C:70]1[CH:75]=[CH:74][CH:73]=[CH:72][N:71]=1)(=[O:69])=[O:68])=O)C1C=CC=CC=1.C1(SC)C=CC=CC=1. The catalyst is ClCCl.C(OCC)(=O)C. The product is [CH3:79][O:78][CH:77]([O:80][CH3:81])[CH:44]1[S:43][C:47]([C:49]2[NH:50][C:51]3[C:56]([CH:57]=2)=[CH:55][C:54]([O:58][CH2:59][CH2:60][CH2:61][S:62]([CH3:65])(=[O:64])=[O:63])=[CH:53][C:52]=3[N:66]([CH3:76])[S:67]([C:70]2[CH:75]=[CH:74][CH:73]=[CH:72][N:71]=2)(=[O:69])=[O:68])=[N:46][CH2:45]1. The yield is 0.380.